This data is from Forward reaction prediction with 1.9M reactions from USPTO patents (1976-2016). The task is: Predict the product of the given reaction. (1) Given the reactants [CH2:1]([C:5]1[CH:10]=[CH:9][N:8]=[C:7]([C:11]#[N:12])[CH:6]=1)[CH2:2][CH:3]=[CH2:4].[OH2:13].C[N+]1([O-])CC[O:18]CC1.[O-]S([O-])(=S)=O.[Na+].[Na+], predict the reaction product. The product is: [OH:13][CH:3]([CH2:4][OH:18])[CH2:2][CH2:1][C:5]1[CH:10]=[CH:9][N:8]=[C:7]([C:11]#[N:12])[CH:6]=1. (2) Given the reactants [Cl:1][C:2]1[CH:3]=[C:4]([CH:28]=[CH:29][CH:30]=1)[C:5]([NH:7][C:8]1[CH:13]=[CH:12][C:11]([NH:14][C:15]2[C:24]3[C:19](=[CH:20][C:21]([OH:27])=[C:22]([O:25][CH3:26])[CH:23]=3)[N:18]=[CH:17][N:16]=2)=[CH:10][N:9]=1)=[O:6].Br[CH2:32][CH2:33][CH2:34][CH2:35][O:36][CH2:37][C:38]([O-])=O.C(=O)([O-])[O-:42].[K+].[K+], predict the reaction product. The product is: [C:37]([O:36][CH2:35][CH2:34][CH2:33][CH2:32][O:27][C:21]1[CH:20]=[C:19]2[C:24]([C:15]([NH:14][C:11]3[CH:10]=[N:9][C:8]([NH:7][C:5](=[O:6])[C:4]4[CH:28]=[CH:29][CH:30]=[C:2]([Cl:1])[CH:3]=4)=[CH:13][CH:12]=3)=[N:16][CH:17]=[N:18]2)=[CH:23][C:22]=1[O:25][CH3:26])(=[O:42])[CH3:38]. (3) Given the reactants [CH3:1][O:2][C:3]1[C:8]([C:9]([NH:11][NH2:12])=[O:10])=[CH:7][C:6]([C:13]2[C:14]([N:29]3[CH:33]=[CH:32][C:31]([C:34]([F:37])([F:36])[F:35])=[N:30]3)=[N:15][C:16]([NH:19][C:20]3[CH:25]=[C:24]([CH3:26])[CH:23]=[C:22]([O:27][CH3:28])[CH:21]=3)=[N:17][CH:18]=2)=[CH:5][N:4]=1.C(N(CC)C(C)C)(C)C.[C:47](N1C=CN=C1)(N1C=CN=C1)=[O:48], predict the reaction product. The product is: [CH3:1][O:2][C:3]1[C:8]([C:9]2[O:10][C:47](=[O:48])[NH:12][N:11]=2)=[CH:7][C:6]([C:13]2[C:14]([N:29]3[CH:33]=[CH:32][C:31]([C:34]([F:37])([F:35])[F:36])=[N:30]3)=[N:15][C:16]([NH:19][C:20]3[CH:25]=[C:24]([CH3:26])[CH:23]=[C:22]([O:27][CH3:28])[CH:21]=3)=[N:17][CH:18]=2)=[CH:5][N:4]=1. (4) Given the reactants [NH2:1][C:2]1[CH:3]=[CH:4][C:5]2[O:18][C:8]3([C:16]4[C:11](=[N:12][CH:13]=[CH:14][CH:15]=4)[NH:10][C:9]3=[O:17])[C:7](=O)[C:6]=2[CH:20]=1.CS(O)(=O)=O, predict the reaction product. The product is: [NH2:1][C:2]1[CH:3]=[CH:4][C:5]2[O:18][C:8]3([C:16]4[C:11](=[N:12][CH:13]=[CH:14][CH:15]=4)[NH:10][C:9]3=[O:17])[CH2:7][C:6]=2[CH:20]=1. (5) Given the reactants Cl.[NH2:2][OH:3].C(N(CC)CC)C.[CH2:11]([O:14][C:15]1[C:22]([Cl:23])=[CH:21][C:18]([C:19]#[N:20])=[C:17]([Cl:24])[CH:16]=1)[CH:12]=[CH2:13], predict the reaction product. The product is: [CH2:11]([O:14][C:15]1[C:22]([Cl:23])=[CH:21][C:18]([C:19](=[N:2][OH:3])[NH2:20])=[C:17]([Cl:24])[CH:16]=1)[CH:12]=[CH2:13]. (6) Given the reactants [CH3:1][O:2][C:3]1[CH:4]=[C:5]([CH:44]=[CH:45][C:46]=1[O:47][CH3:48])[CH2:6][N:7]1[C:16](=[O:17])[C:15]2[C:10](=[CH:11][CH:12]=[C:13]([CH2:18][NH:19]C(OC(C)(C)C)=O)[CH:14]=2)[N:9]([CH:27]2[CH2:32][CH2:31][N:30]([C:33]([O:35][CH2:36][C:37]3[CH:42]=[CH:41][CH:40]=[CH:39][CH:38]=3)=[O:34])[CH2:29][CH2:28]2)[C:8]1=[O:43].C(O)(C(F)(F)F)=O.C([O-])(O)=O.[Na+], predict the reaction product. The product is: [NH2:19][CH2:18][C:13]1[CH:14]=[C:15]2[C:10](=[CH:11][CH:12]=1)[N:9]([CH:27]1[CH2:32][CH2:31][N:30]([C:33]([O:35][CH2:36][C:37]3[CH:38]=[CH:39][CH:40]=[CH:41][CH:42]=3)=[O:34])[CH2:29][CH2:28]1)[C:8](=[O:43])[N:7]([CH2:6][C:5]1[CH:44]=[CH:45][C:46]([O:47][CH3:48])=[C:3]([O:2][CH3:1])[CH:4]=1)[C:16]2=[O:17]. (7) Given the reactants C(OC([N:8]1[C:16]2[C:11](=[C:12]([O:34][CH3:35])[C:13]([O:17][CH2:18][C:19]3[S:20][C:21]([C:30]([F:33])([F:32])[F:31])=[C:22]([C:24]4[CH:29]=[CH:28][CH:27]=[CH:26][CH:25]=4)[CH:23]=3)=[CH:14][CH:15]=2)[CH2:10][CH2:9]1)=O)(C)(C)C.[ClH:36].O1CCOCC1, predict the reaction product. The product is: [ClH:36].[CH3:35][O:34][C:12]1[C:13]([O:17][CH2:18][C:19]2[S:20][C:21]([C:30]([F:32])([F:31])[F:33])=[C:22]([C:24]3[CH:29]=[CH:28][CH:27]=[CH:26][CH:25]=3)[CH:23]=2)=[CH:14][CH:15]=[C:16]2[C:11]=1[CH2:10][CH2:9][NH:8]2. (8) Given the reactants [N:1]1([C:7]2[N:8]=[C:9]([CH2:14][C:15]([O-:17])=O)[NH:10][C:11](=[O:13])[CH:12]=2)[CH2:6][CH2:5][O:4][CH2:3][CH2:2]1.[Na+].[F:19][C:20]1[CH:26]=[CH:25][C:23]([NH2:24])=[CH:22][C:21]=1[C:27]([F:30])([F:29])[F:28], predict the reaction product. The product is: [F:19][C:20]1[CH:26]=[CH:25][C:23]([NH:24][C:15](=[O:17])[CH2:14][C:9]2[NH:10][C:11](=[O:13])[CH:12]=[C:7]([N:1]3[CH2:2][CH2:3][O:4][CH2:5][CH2:6]3)[N:8]=2)=[CH:22][C:21]=1[C:27]([F:28])([F:29])[F:30].